Task: Predict the reaction yield, written as a fraction of the theoretical maximum amount of product (1.0 means a 100% yield; for example, 0.34 means a 34% yield).. Dataset: Reaction yield outcomes from USPTO patents with 853,638 reactions (1) The reactants are [OH-].[NH4+:2].[CH3:3][CH:4]([CH3:11])[CH:5]([S:7](Cl)(=[O:9])=[O:8])[CH3:6]. The catalyst is C(Cl)(Cl)Cl.O1CCCC1. The product is [CH3:3][CH:4]([CH3:11])[CH:5]([S:7]([NH2:2])(=[O:9])=[O:8])[CH3:6]. The yield is 0.200. (2) The reactants are CC(C)=O.[CH3:5][O:6][C:7](=[O:39])[CH2:8][N:9]([S:17]([C:20]1[CH:25]=[CH:24][CH:23]=[CH:22][C:21]=1[CH:26]([OH:38])[C:27]1[CH:35]=[C:34]([O:36][CH3:37])[C:30]2[O:31][CH2:32][O:33][C:29]=2[CH:28]=1)(=[O:19])=[O:18])[C:10]1[CH:15]=[CH:14][CH:13]=[CH:12][C:11]=1[CH3:16].CC(C)=O.OS(O)(=O)=O.O=[Cr](=O)=O.C(O)(C)C. The catalyst is C(OCC)(=O)C. The product is [CH3:5][O:6][C:7](=[O:39])[CH2:8][N:9]([S:17]([C:20]1[CH:25]=[CH:24][CH:23]=[CH:22][C:21]=1[C:26]([C:27]1[CH:35]=[C:34]([O:36][CH3:37])[C:30]2[O:31][CH2:32][O:33][C:29]=2[CH:28]=1)=[O:38])(=[O:18])=[O:19])[C:10]1[CH:15]=[CH:14][CH:13]=[CH:12][C:11]=1[CH3:16]. The yield is 0.590. (3) The reactants are C(=O)([O-])[O-].[K+].[K+].[Cl:7][C:8]1[CH:9]=[C:10]([CH:29]=[CH:30][C:31]=1[O:32][CH2:33][C:34]1[CH:39]=[CH:38][CH:37]=[C:36](F)C=1)[NH:11][C:12]1[C:21]2[C:16](=[CH:17][CH:18]=[CH:19][C:20]=2[O:22][CH:23]2[CH2:28][CH2:27]O[CH2:25][CH2:24]2)[N:15]=[CH:14][N:13]=1.Cl.[N:42]1[CH:47]=CC=CC=1CCl.C(#[N:52])C. The catalyst is C1OCCOCCOCCOCCOCCOC1. The product is [Cl:7][C:8]1[CH:9]=[C:10]([CH:29]=[CH:30][C:31]=1[O:32][CH2:33][C:34]1[CH:39]=[CH:38][CH:37]=[CH:36][N:52]=1)[NH:11][C:12]1[C:21]2[C:16](=[CH:17][CH:18]=[CH:19][C:20]=2[O:22][CH:23]2[CH2:24][CH2:25][N:42]([CH3:47])[CH2:27][CH2:28]2)[N:15]=[CH:14][N:13]=1. The yield is 0.520.